Dataset: Reaction yield outcomes from USPTO patents with 853,638 reactions. Task: Predict the reaction yield, written as a fraction of the theoretical maximum amount of product (1.0 means a 100% yield; for example, 0.34 means a 34% yield). (1) The reactants are [C:1]([N:5]1[C:9]2[N:10]=[C:11]([NH2:14])[N:12]=[CH:13][C:8]=2[CH:7]=[CH:6]1)([CH3:4])([CH3:3])[CH3:2].C(N(CC)CC)C.[CH3:22][C:23]1[CH:31]=[CH:30][C:26]([C:27](Cl)=[O:28])=[CH:25][CH:24]=1. The catalyst is C1COCC1.C([O-])(O)=O.[Na+].C(Cl)Cl. The product is [C:1]([N:5]1[C:9]2[N:10]=[C:11]([NH:14][C:27](=[O:28])[C:26]3[CH:30]=[CH:31][C:23]([CH3:22])=[CH:24][CH:25]=3)[N:12]=[CH:13][C:8]=2[CH:7]=[CH:6]1)([CH3:4])([CH3:2])[CH3:3]. The yield is 0.690. (2) The reactants are [NH2:1][C:2]1[CH:11]=[CH:10][C:5]([C:6]([O:8][CH3:9])=[O:7])=[CH:4][C:3]=1[C:12](=[O:23])[NH:13][C:14]([C:17]1[CH:22]=[CH:21][CH:20]=[CH:19][CH:18]=1)([CH3:16])[CH3:15].[CH:24]([O-])([O-])OCC.O. The catalyst is CN(C=O)C. The product is [O:23]=[C:12]1[C:3]2[C:2](=[CH:11][CH:10]=[C:5]([C:6]([O:8][CH3:9])=[O:7])[CH:4]=2)[N:1]=[CH:24][N:13]1[C:14]([C:17]1[CH:18]=[CH:19][CH:20]=[CH:21][CH:22]=1)([CH3:16])[CH3:15]. The yield is 0.840. (3) The reactants are Cl.[NH:2]1[C:6]2[CH:7]=[CH:8][CH:9]=[CH:10][C:5]=2[N:4]=[C:3]1[NH:11][C:12]([C:14]1[N:15]=[CH:16][NH:17][C:18]=1[C:19]([NH:21][C:22]1[CH:27]=[CH:26][C:25]([O:28][CH:29]2[CH2:34][CH2:33][NH:32][CH2:31][CH2:30]2)=[CH:24][C:23]=1[Cl:35])=[O:20])=[O:13].C=O.[CH3:38]CN(C(C)C)C(C)C.ClCCl. The catalyst is C1COCC1. The product is [NH:2]1[C:6]2[CH:7]=[CH:8][CH:9]=[CH:10][C:5]=2[N:4]=[C:3]1[NH:11][C:12]([C:14]1[N:15]=[CH:16][NH:17][C:18]=1[C:19]([NH:21][C:22]1[CH:27]=[CH:26][C:25]([O:28][CH:29]2[CH2:34][CH2:33][N:32]([CH3:38])[CH2:31][CH2:30]2)=[CH:24][C:23]=1[Cl:35])=[O:20])=[O:13]. The yield is 0.550. (4) The reactants are [O:1]1[CH2:6][CH2:5][CH:4]([O:7][C:8]2[CH:17]=[CH:16][CH:15]=[C:14]3[C:9]=2[C:10](=O)[NH:11][CH:12]=[N:13]3)[CH2:3][CH2:2]1.[NH2:19][C:20]1[CH:21]=[C:22]2[C:26](=[CH:27][CH:28]=1)[N:25]([CH2:29][C:30]1[CH:35]=[CH:34][CH:33]=[C:32]([F:36])[CH:31]=1)[N:24]=[CH:23]2. No catalyst specified. The product is [F:36][C:32]1[CH:31]=[C:30]([CH:35]=[CH:34][CH:33]=1)[CH2:29][N:25]1[C:26]2[C:22](=[CH:21][C:20]([NH:19][C:10]3[C:9]4[C:14](=[CH:15][CH:16]=[CH:17][C:8]=4[O:7][CH:4]4[CH2:5][CH2:6][O:1][CH2:2][CH2:3]4)[N:13]=[CH:12][N:11]=3)=[CH:28][CH:27]=2)[CH:23]=[N:24]1. The yield is 0.190. (5) The reactants are C[Si](C)(C)[O-].[Na+].O.C([O:10][C:11]([C:13]1([CH2:28][O:29][C:30]2[CH:35]=[CH:34][C:33]([C:36]3[CH:41]=[CH:40][C:39]([C:42]#[N:43])=[CH:38][CH:37]=3)=[CH:32][CH:31]=2)[CH2:17][CH2:16][N:15]([C:18](=[O:27])[C:19]2[CH:24]=[CH:23][C:22]([O:25][CH3:26])=[CH:21][CH:20]=2)[CH2:14]1)=[O:12])C. The catalyst is C(#N)C. The product is [C:42]([C:39]1[CH:40]=[CH:41][C:36]([C:33]2[CH:32]=[CH:31][C:30]([O:29][CH2:28][C:13]3([C:11]([OH:12])=[O:10])[CH2:17][CH2:16][N:15]([C:18](=[O:27])[C:19]4[CH:20]=[CH:21][C:22]([O:25][CH3:26])=[CH:23][CH:24]=4)[CH2:14]3)=[CH:35][CH:34]=2)=[CH:37][CH:38]=1)#[N:43]. The yield is 0.550. (6) The reactants are [CH3:1][C:2]1[S:3][C:4]([C:14]2[CH:15]=[C:16]([NH2:20])[CH:17]=[CH:18][CH:19]=2)=[C:5]([C:7]2[CH:12]=[CH:11][N:10]=[C:9]([NH2:13])[CH:8]=2)[N:6]=1.[C:21]1([CH3:31])[CH:26]=[CH:25][C:24]([CH2:27][C:28](O)=[O:29])=[CH:23][CH:22]=1.CCN=C=NCCCN(C)C.Cl. The catalyst is CN(C1C=CN=CC=1)C.C(Cl)Cl. The product is [CH3:1][C:2]1[S:3][C:4]([C:14]2[CH:15]=[C:16]([NH:20][C:28](=[O:29])[CH2:27][C:24]3[CH:25]=[CH:26][C:21]([CH3:31])=[CH:22][CH:23]=3)[CH:17]=[CH:18][CH:19]=2)=[C:5]([C:7]2[CH:12]=[CH:11][N:10]=[C:9]([NH2:13])[CH:8]=2)[N:6]=1. The yield is 0.800.